This data is from Microsomal clearance measurements from AstraZeneca. The task is: Regression/Classification. Given a drug SMILES string, predict its absorption, distribution, metabolism, or excretion properties. Task type varies by dataset: regression for continuous measurements (e.g., permeability, clearance, half-life) or binary classification for categorical outcomes (e.g., BBB penetration, CYP inhibition). For this dataset (clearance_microsome_az), we predict log10(clearance) (log10 of the in vitro intrinsic clearance, CLint, in uL/min per mg of human liver microsomal protein, equivalently mL/min/g; values are censored to the assay range of 3 to 150, which is 0.477 to 2.18 on this log10 scale). The molecule is CCC(CC)NC(=O)c1cnn(-c2ccccn2)c1NS(=O)(=O)c1ccc(C)cc1. The log10(clearance) is 0.480.